From a dataset of Forward reaction prediction with 1.9M reactions from USPTO patents (1976-2016). Predict the product of the given reaction. (1) Given the reactants [C:1]([O:4][CH2:5][C:6]1[C:11](B2OC(C)(C)C(C)(C)O2)=[CH:10][C:9]([F:21])=[CH:8][C:7]=1[N:22]1[CH2:33][CH2:32][C:31]2[C:30]3[CH2:29][C:28]([CH3:35])([CH3:34])[CH2:27][C:26]=3[S:25][C:24]=2[C:23]1=[O:36])(=[O:3])[CH3:2].Br[C:38]1[N:39]=[C:40]([NH:46][C:47]2[CH:48]=[C:49]3[C:54](=[CH:55][CH:56]=2)[CH2:53][N:52]([CH3:57])[CH2:51][CH2:50]3)[C:41](=[O:45])[N:42]([CH3:44])[CH:43]=1.CC(O[Na])=O.[O-]P([O-])([O-])=O.[K+].[K+].[K+], predict the reaction product. The product is: [C:1]([O:4][CH2:5][C:6]1[C:11]([C:38]2[N:39]=[C:40]([NH:46][C:47]3[CH:48]=[C:49]4[C:54](=[CH:55][CH:56]=3)[CH2:53][N:52]([CH3:57])[CH2:51][CH2:50]4)[C:41](=[O:45])[N:42]([CH3:44])[CH:43]=2)=[CH:10][C:9]([F:21])=[CH:8][C:7]=1[N:22]1[CH2:33][CH2:32][C:31]2[C:30]3[CH2:29][C:28]([CH3:35])([CH3:34])[CH2:27][C:26]=3[S:25][C:24]=2[C:23]1=[O:36])(=[O:3])[CH3:2]. (2) Given the reactants [C:1]1([S:7](Cl)(=[O:9])=[O:8])[CH:6]=[CH:5][CH:4]=[CH:3][CH:2]=1.[C:11]([N:18]1[CH2:23][CH2:22][CH:21]([CH2:24][NH2:25])[CH2:20][CH2:19]1)([O:13][C:14]([CH3:17])([CH3:16])[CH3:15])=[O:12], predict the reaction product. The product is: [C:14]([O:13][C:11]([N:18]1[CH2:23][CH2:22][CH:21]([CH2:24][NH:25][S:7]([C:1]2[CH:6]=[CH:5][CH:4]=[CH:3][CH:2]=2)(=[O:9])=[O:8])[CH2:20][CH2:19]1)=[O:12])([CH3:17])([CH3:16])[CH3:15]. (3) Given the reactants C(OC(=O)[NH:7][C:8]1[CH:13]=[N:12][C:11]([O:14][CH2:15][CH:16]=[CH2:17])=[CH:10][N:9]=1)(C)(C)C.FC(F)(F)C(O)=O.C(=O)(O)[O-].[Na+].[Cl-].[Na+], predict the reaction product. The product is: [CH2:15]([O:14][C:11]1[N:12]=[CH:13][C:8]([NH2:7])=[N:9][CH:10]=1)[CH:16]=[CH2:17]. (4) Given the reactants [CH3:1][C:2]([NH:5][CH2:6][C@H:7]([OH:21])[CH2:8][O:9][C:10]1[C:11]([N:15]2[CH2:20][CH2:19][O:18][CH2:17][CH2:16]2)=[N:12][S:13][N:14]=1)([CH3:4])[CH3:3].C(N(CC)CC)C.[C:29](Cl)(=[O:39])[O:30][CH2:31][CH:32]([CH2:36][C:37]#[CH:38])[CH2:33][C:34]#[CH:35], predict the reaction product. The product is: [C:29](=[O:39])([O:30][CH2:31][CH:32]([CH2:36][C:37]#[CH:38])[CH2:33][C:34]#[CH:35])[O:21][C@H:7]([CH2:8][O:9][C:10]1[C:11]([N:15]2[CH2:20][CH2:19][O:18][CH2:17][CH2:16]2)=[N:12][S:13][N:14]=1)[CH2:6][NH:5][C:2]([CH3:1])([CH3:3])[CH3:4]. (5) Given the reactants [CH3:1][NH:2][C:3]1[N:7]=[CH:6][NH:5][C:4]=1[C:8]([NH:10][CH3:11])=[O:9].[C:12]([CH2:15][C:16](=O)[CH3:17])(=O)[CH3:13].[ClH:19], predict the reaction product. The product is: [Cl-:19].[CH3:1][N+:2]1[C:3]2[N:7]([CH:6]=[N:5][C:4]=2[C:8]([NH:10][CH3:11])=[O:9])[C:12]([CH3:13])=[CH:15][C:16]=1[CH3:17].